This data is from Forward reaction prediction with 1.9M reactions from USPTO patents (1976-2016). The task is: Predict the product of the given reaction. (1) Given the reactants [CH3:1][C:2]1[C-:3]([CH:7]=O)[CH:4]=[CH:5][CH:6]=1.[CH-:9]1[CH:13]=[CH:12][CH:11]=[CH:10]1.[Fe+2:14].[NH2:15][CH2:16][CH2:17][CH2:18][CH2:19][CH2:20][CH2:21][OH:22].C(O[BH-](O[C:33](=O)[CH3:34])OC(=O)C)(=O)C.[Na+].[OH-].[Na+], predict the reaction product. The product is: [CH3:12][C:13]1[C-:33]([CH2:34][N:15]([CH2:7][C-:3]2[CH:4]=[CH:5][CH:6]=[C:2]2[CH3:1])[CH2:16][CH2:17][CH2:18][CH2:19][CH2:20][CH2:21][OH:22])[CH:11]=[CH:10][CH:9]=1.[CH-:2]1[CH:3]=[CH:4][CH:5]=[CH:6]1.[Fe+2:14].[CH-:2]1[CH:3]=[CH:4][CH:5]=[CH:6]1.[Fe+2:14]. (2) Given the reactants S(Cl)(Cl)=O.[CH3:5][O:6][C:7]1[CH:8]=[C:9]2[C:14](=[CH:15][CH:16]=1)[CH:13]=[C:12]([C:17]1[N:22]=[CH:21][C:20]([C:23]([OH:25])=[O:24])=[CH:19][CH:18]=1)[CH:11]=[CH:10]2.[CH3:26]O, predict the reaction product. The product is: [CH3:5][O:6][C:7]1[CH:8]=[C:9]2[C:14](=[CH:15][CH:16]=1)[CH:13]=[C:12]([C:17]1[N:22]=[CH:21][C:20]([C:23]([O:25][CH3:26])=[O:24])=[CH:19][CH:18]=1)[CH:11]=[CH:10]2. (3) Given the reactants [OH:1][CH2:2][CH:3]([C:10]1[CH:18]=[CH:17][C:13]([C:14]([OH:16])=O)=[CH:12][CH:11]=1)[CH2:4][CH2:5][CH2:6][CH2:7][CH2:8][CH3:9].ClC1N=C(OC)N=C(OC)N=1.CN1CCOCC1.Cl.[CH3:38][O:39][C:40](=[O:44])[CH2:41][CH2:42][NH2:43], predict the reaction product. The product is: [CH3:38][O:39][C:40](=[O:44])[CH2:41][CH2:42][NH:43][C:14](=[O:16])[C:13]1[CH:12]=[CH:11][C:10]([CH:3]([CH2:2][OH:1])[CH2:4][CH2:5][CH2:6][CH2:7][CH2:8][CH3:9])=[CH:18][CH:17]=1. (4) The product is: [CH2:1]([C@H:8]([NH:29][C:30](=[O:40])[O:31][C@@H:32]1[C@H:39]2[C@H:35]([O:36][CH2:37][CH2:38]2)[O:34][CH2:33]1)[C@H:9]([OH:28])[CH2:10][N:17]([O:54][CH:51]1[CH2:3][CH2:2][CH2:1][CH2:8]1)[S:18]([C:21]1[CH:26]=[CH:25][CH:24]=[C:23]([O:27][CH2:42][C:43]([N:45]2[CH2:50][CH2:49][O:48][CH2:47][CH2:46]2)=[O:44])[CH:22]=1)(=[O:19])=[O:20])[C:2]1[CH:3]=[CH:4][CH:5]=[CH:6][CH:7]=1. Given the reactants [CH2:1]([C@H:8]([NH:29][C:30](=[O:40])[O:31][C@@H:32]1[C@H:39]2[C@H:35]([O:36][CH2:37][CH2:38]2)[O:34][CH2:33]1)[C@@H:9]([OH:28])[CH:10]([NH:17][S:18]([C:21]1[CH:26]=[CH:25][CH:24]=[C:23]([OH:27])[CH:22]=1)(=[O:20])=[O:19])OC1CCCC1)[C:2]1[CH:7]=[CH:6][CH:5]=[CH:4][CH:3]=1.Br[CH2:42][C:43]([N:45]1[CH2:50][CH2:49][O:48][CH2:47][CH2:46]1)=[O:44].[C:51](=[O:54])([O-])[O-].[K+].[K+], predict the reaction product. (5) Given the reactants [F:1][C:2]1[C:11]([CH3:12])=[C:10]2[C:5]([C:6](=[O:22])[C:7]([C:17]([O:19][CH2:20][CH3:21])=[O:18])=[CH:8][N:9]2[C@@H:13]2[CH2:15][C@@H:14]2[F:16])=[C:4]([N+:23]([O-])=O)[CH:3]=1.CCCCCC, predict the reaction product. The product is: [NH2:23][C:4]1[CH:3]=[C:2]([F:1])[C:11]([CH3:12])=[C:10]2[C:5]=1[C:6](=[O:22])[C:7]([C:17]([O:19][CH2:20][CH3:21])=[O:18])=[CH:8][N:9]2[C@@H:13]1[CH2:15][C@@H:14]1[F:16]. (6) Given the reactants [NH2:1][C@H:2]1[CH2:7][CH2:6][C@H:5]([NH:8][C:9]2[CH:14]=[C:13]([C:15]3[N:20]=[C:19]([O:21][CH2:22][C:23]4([C:29]#[N:30])[CH2:28][CH2:27][O:26][CH2:25][CH2:24]4)[CH:18]=[N:17][CH:16]=3)[C:12]([Cl:31])=[CH:11][N:10]=2)[CH2:4][CH2:3]1.C(=O)([O-])[O-].[K+].[K+].Br[CH2:39][CH2:40][C:41]([F:44])([F:43])[F:42], predict the reaction product. The product is: [Cl:31][C:12]1[C:13]([C:15]2[N:20]=[C:19]([O:21][CH2:22][C:23]3([C:29]#[N:30])[CH2:28][CH2:27][O:26][CH2:25][CH2:24]3)[CH:18]=[N:17][CH:16]=2)=[CH:14][C:9]([NH:8][C@H:5]2[CH2:6][CH2:7][C@H:2]([NH:1][CH2:39][CH2:40][C:41]([F:44])([F:43])[F:42])[CH2:3][CH2:4]2)=[N:10][CH:11]=1. (7) Given the reactants C([N:8](CC1C=CC=CC=1)[C@H:9]([CH2:21][O:22][CH3:23])[CH2:10][C:11]1[CH:16]=[CH:15][C:14]([O:17][CH2:18][O:19][CH3:20])=[CH:13][CH:12]=1)C1C=CC=CC=1, predict the reaction product. The product is: [CH3:20][O:19][CH2:18][O:17][C:14]1[CH:15]=[CH:16][C:11]([CH2:10][C@H:9]([NH2:8])[CH2:21][O:22][CH3:23])=[CH:12][CH:13]=1. (8) Given the reactants Cl.[Cl:2][C:3]1[N:4]=[C:5]([C:10]([NH:12][C@H:13]2[CH2:18][CH2:17][NH:16][CH2:15][C@H:14]2[O:19][CH2:20][CH3:21])=[O:11])[NH:6][C:7]=1[CH2:8][CH3:9].[C:22]([C:30](O)=[O:31])(=[O:29])[C:23]1[CH:28]=[CH:27][CH:26]=[CH:25][CH:24]=1, predict the reaction product. The product is: [Cl:2][C:3]1[N:4]=[C:5]([C:10]([NH:12][C@H:13]2[CH2:18][CH2:17][N:16]([C:30](=[O:31])[C:22](=[O:29])[C:23]3[CH:28]=[CH:27][CH:26]=[CH:25][CH:24]=3)[CH2:15][C@H:14]2[O:19][CH2:20][CH3:21])=[O:11])[NH:6][C:7]=1[CH2:8][CH3:9]. (9) The product is: [ClH:15].[CH3:28][C:24]1[N:23]([CH2:22][C:18]2[N:19]=[N:20][CH:21]=[C:16]([C:6]3[CH:7]=[CH:8][CH:9]=[C:4]([O:3][C:2]([F:14])([F:13])[F:1])[CH:5]=3)[CH:17]=2)[CH:27]=[CH:26][N:25]=1. Given the reactants [F:1][C:2]([F:14])([F:13])[O:3][C:4]1[CH:5]=[C:6](B(O)O)[CH:7]=[CH:8][CH:9]=1.[Cl:15][C:16]1[CH:17]=[C:18]([CH2:22][N:23]2[CH:27]=[CH:26][N:25]=[C:24]2[CH3:28])[N:19]=[N:20][CH:21]=1, predict the reaction product.